The task is: Predict the reactants needed to synthesize the given product.. This data is from Full USPTO retrosynthesis dataset with 1.9M reactions from patents (1976-2016). Given the product [CH3:22][O:23][CH2:24][CH2:25][NH:26][C:2]1[N:3]=[C:4]([NH:18][CH2:19][CH2:20][CH3:21])[C:5]2[N:6]=[C:7]([NH:16][CH3:17])[N:8]=[C:9]([NH:12][CH2:13][CH2:14][CH3:15])[C:10]=2[N:11]=1, predict the reactants needed to synthesize it. The reactants are: Cl[C:2]1[N:3]=[C:4]([NH:18][CH2:19][CH2:20][CH3:21])[C:5]2[N:6]=[C:7]([NH:16][CH3:17])[N:8]=[C:9]([NH:12][CH2:13][CH2:14][CH3:15])[C:10]=2[N:11]=1.[CH3:22][O:23][CH2:24][CH2:25][NH2:26].Cl.C(NC1N=C(NCCC)C2N=C(NCCC)N=C(NCCC)C=2N=1)CC.